From a dataset of Full USPTO retrosynthesis dataset with 1.9M reactions from patents (1976-2016). Predict the reactants needed to synthesize the given product. (1) Given the product [CH2:32]([O:8][C:6](=[O:7])[C:5]1[CH:9]=[C:10]([C:11]#[N:12])[C:2]([N:30]2[CH2:29][CH:28]([C:26](=[O:27])[NH:25][S:22]([CH2:15][C:16]3[CH:17]=[CH:18][CH:19]=[CH:20][CH:21]=3)(=[O:23])=[O:24])[CH2:31]2)=[N:3][C:4]=1[CH2:13][Cl:14])[CH3:33], predict the reactants needed to synthesize it. The reactants are: Cl[C:2]1[C:10]([C:11]#[N:12])=[CH:9][C:5]([C:6]([O-:8])=[O:7])=[C:4]([CH2:13][Cl:14])[N:3]=1.[CH2:15]([S:22]([NH:25][C:26]([CH:28]1[CH2:31][NH:30][CH2:29]1)=[O:27])(=[O:24])=[O:23])[C:16]1[CH:21]=[CH:20][CH:19]=[CH:18][CH:17]=1.[CH3:32][CH2:33]O. (2) Given the product [CH:34]([C:37]1[CH:44]=[CH:43][C:40]([CH2:41][N:21]2[CH2:22][CH:18]([CH2:17][CH2:16][O:15][C:12]3[CH:11]=[CH:10][C:9]([CH2:8][C:7]([CH3:32])([O:25][C:26]4[CH:27]=[CH:28][CH:29]=[CH:30][CH:31]=4)[C:6]([OH:33])=[O:5])=[CH:14][CH:13]=3)[N:19]([CH3:24])[C:20]2=[O:23])=[CH:39][CH:38]=1)([CH3:36])[CH3:35], predict the reactants needed to synthesize it. The reactants are: [H-].[Na+].C([O:5][C:6](=[O:33])[C:7]([CH3:32])([O:25][C:26]1[CH:31]=[CH:30][CH:29]=[CH:28][CH:27]=1)[CH2:8][C:9]1[CH:14]=[CH:13][C:12]([O:15][CH2:16][CH2:17][CH:18]2[CH2:22][NH:21][C:20](=[O:23])[N:19]2[CH3:24])=[CH:11][CH:10]=1)C.[CH:34]([C:37]1[CH:44]=[CH:43][C:40]([CH2:41]Cl)=[CH:39][CH:38]=1)([CH3:36])[CH3:35].